Dataset: Full USPTO retrosynthesis dataset with 1.9M reactions from patents (1976-2016). Task: Predict the reactants needed to synthesize the given product. (1) Given the product [CH2:19]([O:18][C:16]([N:4]1[CH2:3][C:2](=[O:1])[N:7]2[CH2:8][C@H:9]([C:12]([OH:14])=[O:13])[CH2:10][CH2:11][C@@H:6]2[CH2:5]1)=[O:17])[C:20]1[CH:25]=[CH:24][CH:23]=[CH:22][CH:21]=1, predict the reactants needed to synthesize it. The reactants are: [O:1]=[C:2]1[N:7]2[CH2:8][C@H:9]([C:12]([O:14]C)=[O:13])[CH2:10][CH2:11][C@@H:6]2[CH2:5][N:4]([C:16]([O:18][CH2:19][C:20]2[CH:25]=[CH:24][CH:23]=[CH:22][CH:21]=2)=[O:17])[CH2:3]1.O[Li].O.Cl. (2) Given the product [F:1][C:2]1[CH:3]=[C:4]([C:13](=[N:19][OH:20])[CH2:14][O:15][CH3:16])[CH:5]=[CH:6][C:7]=1[O:8][C:9]([F:12])([F:11])[F:10], predict the reactants needed to synthesize it. The reactants are: [F:1][C:2]1[CH:3]=[C:4]([C:13](=O)[CH2:14][O:15][CH3:16])[CH:5]=[CH:6][C:7]=1[O:8][C:9]([F:12])([F:11])[F:10].Cl.[NH2:19][OH:20].C(N(CC)CC)C. (3) Given the product [F:24][C:25]1[CH:26]=[C:27]([S:32]([NH:1][C:2]2[CH:7]=[N:6][CH:5]=[C:4]([C:8]3[S:12][C:11]([C:13]4[CH:14]=[C:15]5[C:19](=[CH:20][CH:21]=4)[C:18](=[O:22])[N:17]([CH3:23])[CH2:16]5)=[CH:10][CH:9]=3)[CH:3]=2)(=[O:33])=[O:34])[CH:28]=[CH:29][C:30]=1[F:31], predict the reactants needed to synthesize it. The reactants are: [NH2:1][C:2]1[CH:3]=[C:4]([C:8]2[S:12][C:11]([C:13]3[CH:14]=[C:15]4[C:19](=[CH:20][CH:21]=3)[C:18](=[O:22])[N:17]([CH3:23])[CH2:16]4)=[CH:10][CH:9]=2)[CH:5]=[N:6][CH:7]=1.[F:24][C:25]1[CH:26]=[C:27]([S:32](Cl)(=[O:34])=[O:33])[CH:28]=[CH:29][C:30]=1[F:31]. (4) Given the product [CH2:10]([C:16]1[S:17][C:18]2[C:28]3[C:23](=[CH:24][C:25]([CH:29]=[CH2:30])=[CH:26][CH:27]=3)[CH2:22][CH2:21][C:19]=2[N:20]=1)[CH2:11][CH2:7][CH2:1][CH3:2], predict the reactants needed to synthesize it. The reactants are: [C:1]1([C:7]2[C:11](C(F)(F)F)=[C:10]([C:16]3[S:17][C:18]4[C:28]5[C:23](=[CH:24][C:25]([CH:29]=[CH2:30])=[CH:26][CH:27]=5)[CH2:22][CH2:21][C:19]=4[N:20]=3)ON=2)C=CC=C[CH:2]=1.BrC1C=C2C(=CC=1)C1SC(CCCCC)=NC=1CC2. (5) Given the product [CH2:16]([C:7]1([C:1]2[CH:6]=[CH:5][CH:4]=[CH:3][CH:2]=2)[CH2:12][CH2:11][CH2:10][CH2:9][O:8]1)[CH:15]=[CH2:14], predict the reactants needed to synthesize it. The reactants are: [C:1]1([C:7]2(O)[CH2:12][CH2:11][CH2:10][CH2:9][O:8]2)[CH:6]=[CH:5][CH:4]=[CH:3][CH:2]=1.[CH2:14]([Si](C)(C)C)[CH:15]=[CH2:16].B(F)(F)F.CCOCC.